From a dataset of Full USPTO retrosynthesis dataset with 1.9M reactions from patents (1976-2016). Predict the reactants needed to synthesize the given product. Given the product [Br:1][CH2:12][C:11]([C:5]1[CH:6]=[CH:7][C:8]([F:10])=[CH:9][C:4]=1[F:3])=[O:13], predict the reactants needed to synthesize it. The reactants are: [Br:1]Br.[F:3][C:4]1[CH:9]=[C:8]([F:10])[CH:7]=[CH:6][C:5]=1[C:11](=[O:13])[CH3:12].C(Cl)Cl.